This data is from Forward reaction prediction with 1.9M reactions from USPTO patents (1976-2016). The task is: Predict the product of the given reaction. (1) The product is: [CH3:12][N:13]([CH2:15][CH2:16][CH2:17][N:18]1[C:19]2[CH:20]=[CH:21][CH:22]=[CH:23][C:24]=2[CH2:25][CH2:26][C:27]2[CH:32]=[CH:31][CH:30]=[CH:29][C:28]1=2)[CH3:14].[C:1]([O-:10])(=[O:9])[C:2]1[C:3](=[CH:5][CH:6]=[CH:7][CH:8]=1)[OH:4]. Given the reactants [C:1]([O-:10])(=[O:9])[C:2]1[C:3](=[CH:5][CH:6]=[CH:7][CH:8]=1)[OH:4].[Na+].[CH3:12][N:13]([CH2:15][CH2:16][CH2:17][N:18]1[C:28]2[CH:29]=[CH:30][CH:31]=[CH:32][C:27]=2[CH2:26][CH2:25][C:24]2[CH:23]=[CH:22][CH:21]=[CH:20][C:19]1=2)[CH3:14].Cl, predict the reaction product. (2) Given the reactants [CH3:1][C:2]1[CH:3]=[CH:4][C:5]([CH2:9][CH2:10][CH3:11])=[C:6]([CH:8]=1)[NH2:7].[C:12]([N:20]=[C:21]=[S:22])(=[O:19])[C:13]1[CH:18]=[CH:17][CH:16]=[CH:15][CH:14]=1, predict the reaction product. The product is: [CH3:1][C:2]1[CH:3]=[CH:4][C:5]([CH2:9][CH2:10][CH3:11])=[C:6]([NH:7][C:21]([NH:20][C:12](=[O:19])[C:13]2[CH:14]=[CH:15][CH:16]=[CH:17][CH:18]=2)=[S:22])[CH:8]=1. (3) Given the reactants [NH:1]1[C:5]2[N:6]=[CH:7][CH:8]=[C:9]([C:10]([O:12]C)=O)[C:4]=2[CH:3]=[CH:2]1.O.[NH2:15][NH2:16].CCO.CO, predict the reaction product. The product is: [NH:1]1[C:5]2[N:6]=[CH:7][CH:8]=[C:9]([C:10]([NH:15][NH2:16])=[O:12])[C:4]=2[CH:3]=[CH:2]1. (4) Given the reactants [CH3:1][N+:2]1[CH:6]=[CH:5][N:4]([CH2:7][CH2:8][CH2:9][CH2:10][CH3:11])[CH:3]=1.[Br:12]CCCCC.CN1C=CN=C1, predict the reaction product. The product is: [Br-:12].[CH3:1][NH+:2]1[CH:6]=[CH:5][N:4]([CH2:7][CH2:8][CH2:9][CH2:10][CH3:11])[CH2:3]1.